Regression/Classification. Given a drug SMILES string, predict its absorption, distribution, metabolism, or excretion properties. Task type varies by dataset: regression for continuous measurements (e.g., permeability, clearance, half-life) or binary classification for categorical outcomes (e.g., BBB penetration, CYP inhibition). Dataset: cyp2c19_veith. From a dataset of CYP2C19 inhibition data for predicting drug metabolism from PubChem BioAssay. (1) The compound is CN(C)c1ncc2nc(-c3ccc(Cl)cc3)c(=O)n(CCC#N)c2n1. The result is 0 (non-inhibitor). (2) The compound is CCCS(=O)(=O)N1CCCC(C(=O)N2CCOCC2)C1. The result is 0 (non-inhibitor).